This data is from Forward reaction prediction with 1.9M reactions from USPTO patents (1976-2016). The task is: Predict the product of the given reaction. (1) Given the reactants [C:1]([N:8]1[CH:12]=[CH:11]N=C1)(N1C=CN=C1)=[S:2].NC1C=[C:18]([C:20]([F:23])([F:22])[F:21])[C:17]([S:24][C:25]2[CH:34]=[CH:33][C:28]([C:29]([O:31][CH3:32])=[O:30])=[CH:27][CH:26]=2)=[C:16]([Cl:35])[CH:15]=1, predict the reaction product. The product is: [CH3:32][O:31][C:29](=[O:30])[C:28]1[CH:33]=[CH:34][C:25]([S:24][C:17]2[C:18]([C:20]([F:22])([F:23])[F:21])=[CH:11][C:12]([N:8]=[C:1]=[S:2])=[CH:15][C:16]=2[Cl:35])=[CH:26][CH:27]=1. (2) The product is: [CH2:16]([C:6]1[C:5]([OH:4])=[CH:13][CH:12]=[C:11]2[C:7]=1[CH:8]=[CH:9][NH:10]2)[CH:15]=[CH2:14]. Given the reactants C([O:4][C:5]1[CH:6]=[C:7]2[C:11](=[CH:12][CH:13]=1)[NH:10][CH:9]=[CH:8]2)C=C.[CH3:14][C:15]1C=CC(C)=C(C)[C:16]=1C, predict the reaction product. (3) The product is: [CH2:1]([C:3]1[C:4]([NH:34][CH:30]2[C:31]3[C:26](=[CH:25][C:24]([O:23][CH3:22])=[CH:33][CH:32]=3)[CH2:27][CH2:28][CH2:29]2)=[N:5][C:6]([CH2:9][CH3:10])=[CH:7][N:8]=1)[CH3:2]. Given the reactants [CH2:1]([C:3]1[C:4](N[C@@H]2C3C(=CC=CC=3)C[C@@H]2O)=[N:5][C:6]([CH2:9][CH3:10])=[CH:7][N:8]=1)[CH3:2].[CH3:22][O:23][C:24]1[CH:25]=[C:26]2[C:31](=[CH:32][CH:33]=1)[CH:30]([NH2:34])[CH2:29][CH2:28][CH2:27]2, predict the reaction product. (4) Given the reactants [OH:1][CH2:2][CH2:3][CH2:4][N:5]1[CH:9]=[C:8]([C:10]2[CH:11]=[CH:12][C:13]([NH:21][C:22]3[C:27]([C:28]([F:31])([F:30])[F:29])=[CH:26][N:25]=[C:24]([NH:32][C:33]4[CH:47]=[CH:46][C:36](CP(=O)(OCC)OCC)=[CH:35][C:34]=4[O:48][CH3:49])[N:23]=3)=[C:14]3C=2C[N:16]([CH3:19])[C:15]3=[O:20])[CH:7]=[N:6]1.ClC1C(C(F)(F)F)=CN=C(NC2C=CC([CH2:66][CH2:67][CH2:68][CH2:69][PH:70](=[O:74])[O:71][CH2:72][CH3:73])=CC=2OC)N=1.[NH2:79]C1C=CC(C2C=NN(CCCO)C=2)=C2C=1C(=O)N(C)C2.NC1C(C(OCC)=O)=NC=CC=1, predict the reaction product. The product is: [OH:1][CH2:2][CH2:3][CH2:4][N:5]1[CH:9]=[C:8]([C:10]2[N:79]=[C:14]([C:15](=[O:20])[NH:16][CH3:19])[C:13]([NH:21][C:22]3[C:27]([C:28]([F:29])([F:30])[F:31])=[CH:26][N:25]=[C:24]([NH:32][C:33]4[CH:47]=[CH:46][C:36]([CH2:66][CH2:67][CH2:68][CH2:69][PH:70](=[O:74])[O:71][CH2:72][CH3:73])=[CH:35][C:34]=4[O:48][CH3:49])[N:23]=3)=[CH:12][CH:11]=2)[CH:7]=[N:6]1. (5) Given the reactants Cl.[NH2:2][CH:3]1[CH2:23][CH2:22][C:6]2([O:11][C:10]3[C:12]4[C:17]([C:18](=[O:21])[C:19](=[O:20])[C:9]=3[S:8][CH2:7]2)=[CH:16][CH:15]=[CH:14][CH:13]=4)[CH2:5][CH2:4]1.[F:24][C:25]([F:36])([F:35])[C:26]1[CH:27]=[C:28]([CH:32]=[CH:33][CH:34]=1)[C:29](Cl)=[O:30].Cl, predict the reaction product. The product is: [O:20]=[C:19]1[C:9]2[S:8][CH2:7][C:6]3([CH2:22][CH2:23][CH:3]([NH:2][C:29](=[O:30])[C:28]4[CH:32]=[CH:33][CH:34]=[C:26]([C:25]([F:24])([F:35])[F:36])[CH:27]=4)[CH2:4][CH2:5]3)[O:11][C:10]=2[C:12]2[C:17](=[CH:16][CH:15]=[CH:14][CH:13]=2)[C:18]1=[O:21].